Dataset: Reaction yield outcomes from USPTO patents with 853,638 reactions. Task: Predict the reaction yield, written as a fraction of the theoretical maximum amount of product (1.0 means a 100% yield; for example, 0.34 means a 34% yield). (1) The reactants are [CH2:1]([N:3]([CH2:11][CH3:12])[C:4]1([C:9]#[N:10])[CH2:8][CH2:7][CH2:6][CH2:5]1)[CH3:2].[C:13]1([Li])[CH:18]=[CH:17][CH:16]=[CH:15][CH:14]=1.[BH4-].[Na+].NC(C1C=CC=CC=1)C1(N(C)C)CCCC1. The catalyst is C(OCCCC)CCC.C1COCC1.CO. The product is [NH2:10][CH:9]([C:13]1[CH:18]=[CH:17][CH:16]=[CH:15][CH:14]=1)[C:4]1([N:3]([CH2:1][CH3:2])[CH2:11][CH3:12])[CH2:5][CH2:6][CH2:7][CH2:8]1. The yield is 0.470. (2) The reactants are [Cl-].[Ca+2].[Cl-].[O:4]1[CH:6]([CH2:7][CH2:8][CH2:9][CH2:10][CH2:11][CH2:12][CH2:13][CH2:14][CH2:15][CH2:16][CH2:17][CH3:18])[CH2:5]1.S(=O)(=O)(O)O.[CH2:24]([OH:28])[CH:25]([OH:27])[CH3:26].C(=O)([O-])O.[Na+]. The catalyst is O. The product is [OH:4][CH2:5][CH2:6][CH2:7][CH2:8][CH2:9][CH2:10][CH2:11][CH2:12][CH2:13][CH2:14][CH2:15][CH2:16][CH2:17][CH2:18][O:28][CH2:24][CH:25]([OH:27])[CH3:26]. The yield is 0.973. (3) The reactants are [C:1]([O:7][CH2:8][C@H:9]([C:15]1[C:20]([CH3:21])=[CH:19][C:18]([N+:22]([O-])=O)=[CH:17][C:16]=1[Br:25])[O:10][C:11]([CH3:14])([CH3:13])[CH3:12])(=[O:6])[C:2]([CH3:5])([CH3:4])[CH3:3]. The catalyst is CCO.CCOC(C)=O.[Pt]. The product is [C:1]([O:7][CH2:8][C@H:9]([C:15]1[C:20]([CH3:21])=[CH:19][C:18]([NH2:22])=[CH:17][C:16]=1[Br:25])[O:10][C:11]([CH3:12])([CH3:13])[CH3:14])(=[O:6])[C:2]([CH3:3])([CH3:4])[CH3:5]. The yield is 0.820. (4) The reactants are [N+:1]([C:4]1[CH:5]=[C:6]([S:13](Cl)(=[O:15])=[O:14])[CH:7]=[C:8]([N+:10]([O-:12])=[O:11])[CH:9]=1)([O-:3])=[O:2].[N:17]1C=CC=C[CH:18]=1.CN. The product is [CH3:18][NH:17][S:13]([C:6]1[CH:5]=[C:4]([N+:1]([O-:3])=[O:2])[CH:9]=[C:8]([N+:10]([O-:12])=[O:11])[CH:7]=1)(=[O:15])=[O:14]. The yield is 0.280. The catalyst is C1COCC1. (5) The reactants are O[CH:2]([C:11]1(OC)[CH:16]=[CH:15][N:14]=[CH:13][CH2:12]1)[C:3]([C:5]1[CH:10]=[CH:9][CH:8]=[CH:7][CH:6]=1)=[O:4].[C:19]([O-:22])(=O)C.[C:23]([O-])(O)=[O:24].[Na+].[NH4+].[Cl-]. The catalyst is O1CCCC1.CN(C=O)C. The product is [CH3:23][O:24][C:8]1[CH:7]=[C:6]2[C:5]([C:3](=[O:4])[CH:2]([C:11]3[CH:12]=[CH:13][N:14]=[CH:15][CH:16]=3)[CH2:19][O:22]2)=[CH:10][CH:9]=1. The yield is 0.550. (6) The reactants are [NH2:1][C:2]1[NH:6][N:5]=[C:4]([CH3:7])[C:3]=1[C:8]1[S:9][C:10]2[CH:16]=[C:15]([S:17](Cl)(=[O:19])=[O:18])[CH:14]=[CH:13][C:11]=2[N:12]=1.[CH3:21][O:22][C:23]1[CH:30]=[CH:29][C:26]([CH2:27][NH2:28])=[CH:25][CH:24]=1.CN1CCOCC1. The catalyst is CO. The product is [CH3:21][O:22][C:23]1[CH:30]=[CH:29][C:26]([CH2:27][NH:28][S:17]([C:15]2[CH:14]=[CH:13][C:11]3[N:12]=[C:8]([C:3]4[C:4]([CH3:7])=[N:5][NH:6][C:2]=4[NH2:1])[S:9][C:10]=3[CH:16]=2)(=[O:19])=[O:18])=[CH:25][CH:24]=1. The yield is 0.110.